Dataset: Catalyst prediction with 721,799 reactions and 888 catalyst types from USPTO. Task: Predict which catalyst facilitates the given reaction. (1) Reactant: [OH:1][C@H:2]([C:17]1[CH:26]=[CH:25][C:24]([OH:27])=[C:23]2[C:18]=1[CH:19]=[CH:20][C:21](=[O:28])[NH:22]2)[CH2:3][NH:4][CH:5]1[CH2:10][CH2:9][N:8]([CH2:11][CH2:12][CH2:13][C:14]([OH:16])=O)[CH2:7][CH2:6]1.[CH2:29]([NH2:36])[C:30]1[CH:35]=[CH:34][CH:33]=[CH:32][CH:31]=1.C(N(CC)CC)C.CN(C(ON1N=NC2C=CC=NC1=2)=[N+](C)C)C.F[P-](F)(F)(F)(F)F. Product: [CH2:29]([NH:36][C:14](=[O:16])[CH2:13][CH2:12][CH2:11][N:8]1[CH2:7][CH2:6][CH:5]([NH:4][CH2:3][C@H:2]([OH:1])[C:17]2[CH:26]=[CH:25][C:24]([OH:27])=[C:23]3[C:18]=2[CH:19]=[CH:20][C:21](=[O:28])[NH:22]3)[CH2:10][CH2:9]1)[C:30]1[CH:35]=[CH:34][CH:33]=[CH:32][CH:31]=1. The catalyst class is: 3. (2) The catalyst class is: 6. Product: [CH3:1][O:4][C:5]([C:6]1[CH:12]=[CH:11][N:10]=[C:8]([NH2:17])[CH:9]=1)=[O:7]. Reactant: [C:1]([O:4][C:5](=[O:7])[CH3:6])(=O)C.[CH2:8]([N:10](CC)[CH2:11][CH3:12])[CH3:9].C(#[N:17])C.[N+]1([O-])C(C(O)=O)=CC(C(O)=O)=CC=1.C(=O)=O.C(=O)([O-])O.[Na+]. (3) Reactant: C(OC([NH:8][CH2:9][C@H:10]1[CH2:15][CH2:14][C@H:13]([C:16]([NH:18][C@@H:19]([CH2:35][C:36]2[CH:41]=[CH:40][C:39]([C:42]3[CH:47]=[CH:46][C:45]([C:48](=[O:53])[NH:49][CH:50]([CH3:52])[CH3:51])=[CH:44][C:43]=3[CH3:54])=[CH:38][CH:37]=2)[C:20]([NH:22][C:23]2[CH:24]=[C:25]([C:32]([OH:34])=[O:33])[C:26]3[CH:27]=[N:28][NH:29][C:30]=3[CH:31]=2)=[O:21])=[O:17])[CH2:12][CH2:11]1)=O)(C)(C)C.[ClH:55]. Product: [ClH:55].[NH2:8][CH2:9][C@H:10]1[CH2:15][CH2:14][C@H:13]([C:16]([NH:18][C@@H:19]([CH2:35][C:36]2[CH:37]=[CH:38][C:39]([C:42]3[CH:47]=[CH:46][C:45]([C:48](=[O:53])[NH:49][CH:50]([CH3:51])[CH3:52])=[CH:44][C:43]=3[CH3:54])=[CH:40][CH:41]=2)[C:20]([NH:22][C:23]2[CH:24]=[C:25]([C:32]([OH:34])=[O:33])[C:26]3[CH:27]=[N:28][NH:29][C:30]=3[CH:31]=2)=[O:21])=[O:17])[CH2:12][CH2:11]1. The catalyst class is: 169.